Dataset: Forward reaction prediction with 1.9M reactions from USPTO patents (1976-2016). Task: Predict the product of the given reaction. Given the reactants [O:1]1[CH2:6][CH2:5][CH:4]([O:7][CH:8]([C:10]2[CH:19]=[CH:18][C:13]([C:14]([O:16]C)=[O:15])=[CH:12][CH:11]=2)[CH3:9])[CH2:3][CH2:2]1.O.[OH-].[Li+].Cl, predict the reaction product. The product is: [O:1]1[CH2:2][CH2:3][CH:4]([O:7][CH:8]([C:10]2[CH:19]=[CH:18][C:13]([C:14]([OH:16])=[O:15])=[CH:12][CH:11]=2)[CH3:9])[CH2:5][CH2:6]1.